Dataset: Catalyst prediction with 721,799 reactions and 888 catalyst types from USPTO. Task: Predict which catalyst facilitates the given reaction. (1) Reactant: [NH2:1]C(CCOC1C=CC=C(C(OC)=O)C=1)C#N.C[C:19]1[CH:20]=[C:21]([CH:43]=[CH:44][CH:45]=1)[CH2:22][C@@H:23]([C:40](O)=[O:41])[NH:24][C:25](=[O:39])[CH:26]([C:33]1[CH:38]=[CH:37][CH:36]=[CH:35][CH:34]=1)[C:27]1[CH:32]=[CH:31][CH:30]=[CH:29][CH:28]=1.C(N(C(C)C)CC)(C)C.F[P-](F)(F)(F)(F)F.N1(O[P+](N2CCCC2)(N2CCCC2)N2CCCC2)C2C=CC=CC=2N=N1. Product: [C:33]1([CH:26]([C:27]2[CH:32]=[CH:31][CH:30]=[CH:29][CH:28]=2)[C:25]([NH:24][C@H:23]([C:40]([NH2:1])=[O:41])[CH2:22][C:21]2[CH:20]=[CH:19][CH:45]=[CH:44][CH:43]=2)=[O:39])[CH:38]=[CH:37][CH:36]=[CH:35][CH:34]=1. The catalyst class is: 2. (2) Reactant: [F:1][C:2]1[CH:7]=[CH:6][C:5]([C:8]([C:10]2[CH:15]=[CH:14][C:13]([N+:16]([O-])=O)=[CH:12][CH:11]=2)=O)=[CH:4][CH:3]=1.FC(F)(F)S(O)(=O)=O.C([SiH](CC)CC)C.C(=O)(O)[O-].[Na+]. Product: [F:1][C:2]1[CH:3]=[CH:4][C:5]([CH2:8][C:10]2[CH:15]=[CH:14][C:13]([NH2:16])=[CH:12][CH:11]=2)=[CH:6][CH:7]=1. The catalyst class is: 4. (3) Reactant: [O:1]=[C:2]1[C:11]2[C:6](=[CH:7][CH:8]=[CH:9][CH:10]=2)[N:5]=[C:4]([C:12]([NH:14][CH2:15][C:16]2[CH:21]=[CH:20][CH:19]=[C:18]([O:22][CH2:23][CH2:24][CH2:25][O:26][C:27]3[N:31]=[CH:30][N:29](C(C4C=CC=CC=4)(C4C=CC=CC=4)C4C=CC=CC=4)[N:28]=3)[CH:17]=2)=[O:13])[NH:3]1.FC(F)(F)C(O)=O.C([SiH](CC)CC)C. Product: [O:1]=[C:2]1[C:11]2[C:6](=[CH:7][CH:8]=[CH:9][CH:10]=2)[N:5]=[C:4]([C:12]([NH:14][CH2:15][C:16]2[CH:21]=[CH:20][CH:19]=[C:18]([O:22][CH2:23][CH2:24][CH2:25][O:26][C:27]3[N:31]=[CH:30][NH:29][N:28]=3)[CH:17]=2)=[O:13])[NH:3]1. The catalyst class is: 10. (4) Reactant: [O:1]1[CH2:13][CH:2]1[CH2:3][O:4][NH:5][C:6](=[O:12])[O:7][C:8]([CH3:11])([CH3:10])[CH3:9].[NH:14]1[CH2:18][CH2:17][CH2:16][CH2:15]1.[Cl-].[NH4+]. Product: [OH:1][CH:2]([CH2:13][N:14]1[CH2:18][CH2:17][CH2:16][CH2:15]1)[CH2:3][O:4][NH:5][C:6](=[O:12])[O:7][C:8]([CH3:11])([CH3:10])[CH3:9]. The catalyst class is: 5. (5) Reactant: [CH:1]([C:3]1[C:4]([N:28]2[CH2:40][CH2:39][C:38]3[N:37]4[C:32]([CH2:33][CH2:34][CH2:35][CH2:36]4)=[CH:31][C:30]=3[C:29]2=[O:41])=[N:5][CH:6]=[CH:7][C:8]=1[C:9]1[CH:14]=[C:13]([NH:15][C:16]2[CH:25]=[C:19]3[CH2:20][N:21]([CH3:24])[CH2:22][CH2:23][N:18]3[N:17]=2)[C:12](=[O:26])[N:11]([CH3:27])[CH:10]=1)=[O:2].[BH4-].[Na+]. Product: [OH:2][CH2:1][C:3]1[C:4]([N:28]2[CH2:40][CH2:39][C:38]3[N:37]4[C:32]([CH2:33][CH2:34][CH2:35][CH2:36]4)=[CH:31][C:30]=3[C:29]2=[O:41])=[N:5][CH:6]=[CH:7][C:8]=1[C:9]1[CH:14]=[C:13]([NH:15][C:16]2[CH:25]=[C:19]3[CH2:20][N:21]([CH3:24])[CH2:22][CH2:23][N:18]3[N:17]=2)[C:12](=[O:26])[N:11]([CH3:27])[CH:10]=1. The catalyst class is: 5. (6) Reactant: CS(O[CH:6]1[CH2:11][CH2:10][CH2:9][CH:8]([C:12]([NH:14][CH:15]2[CH2:20][CH2:19][CH2:18][CH2:17][CH2:16]2)=[O:13])[CH2:7]1)(=O)=O.[F:21][C:22]1[CH:27]=[CH:26][C:25]([SH:28])=[CH:24][CH:23]=1.[H-].[Na+]. Product: [CH:15]1([NH:14][C:12]([CH:8]2[CH2:9][CH2:10][CH2:11][CH:6]([S:28][C:25]3[CH:26]=[CH:27][C:22]([F:21])=[CH:23][CH:24]=3)[CH2:7]2)=[O:13])[CH2:16][CH2:17][CH2:18][CH2:19][CH2:20]1. The catalyst class is: 9. (7) Reactant: [NH2:1][C:2]1[N:7]=[C:6]([C:8]([F:11])([F:10])[F:9])[C:5]([C:12]2[CH:17]=[C:16]([N:18]3[C@@H:22]([CH3:23])[C@@H:21]([CH2:24][CH2:25][O:26][Si](C(C)(C)C)(C4C=CC=CC=4)C4C=CC=CC=4)[O:20][C:19]3=[O:44])[N:15]=[C:14]([N:45]3[CH2:50][CH2:49][O:48][CH2:47][CH2:46]3)[N:13]=2)=[CH:4][N:3]=1.CCCC[N+](CCCC)(CCCC)CCCC.[F-]. Product: [NH2:1][C:2]1[N:7]=[C:6]([C:8]([F:11])([F:10])[F:9])[C:5]([C:12]2[CH:17]=[C:16]([N:18]3[C@@H:22]([CH3:23])[C@@H:21]([CH2:24][CH2:25][OH:26])[O:20][C:19]3=[O:44])[N:15]=[C:14]([N:45]3[CH2:46][CH2:47][O:48][CH2:49][CH2:50]3)[N:13]=2)=[CH:4][N:3]=1. The catalyst class is: 1.